From a dataset of Forward reaction prediction with 1.9M reactions from USPTO patents (1976-2016). Predict the product of the given reaction. (1) Given the reactants [CH3:1][C:2]([O:5][C:6](=[O:24])[N:7]([CH2:12][C:13]1[C:14]([C:20]([F:23])([F:22])[F:21])=[N:15][C:16]([NH2:19])=[N:17][CH:18]=1)[CH2:8][CH:9]1[CH2:11][CH2:10]1)([CH3:4])[CH3:3].Br[C:26]1[CH:31]=[CH:30][C:29]([F:32])=[C:28]([Cl:33])[CH:27]=1.C(=O)([O-])[O-].[Cs+].[Cs+].O1CCOCC1, predict the reaction product. The product is: [CH3:4][C:2]([O:5][C:6](=[O:24])[N:7]([CH2:12][C:13]1[C:14]([C:20]([F:21])([F:22])[F:23])=[N:15][C:16]([NH:19][C:26]2[CH:31]=[CH:30][C:29]([F:32])=[C:28]([Cl:33])[CH:27]=2)=[N:17][CH:18]=1)[CH2:8][CH:9]1[CH2:11][CH2:10]1)([CH3:1])[CH3:3]. (2) Given the reactants [CH2:1]([C:17]1[CH:22]=[CH:21][C:20]([S:23](Cl)(=[O:25])=[O:24])=[CH:19][CH:18]=1)[CH2:2][CH2:3][CH2:4][CH2:5][CH2:6][CH2:7][CH2:8][CH2:9][CH2:10][CH2:11][CH2:12][CH2:13][CH2:14][CH2:15][CH3:16].[S:27]1[CH:31]=[N:30][N:29]=[C:28]1[NH2:32].Cl, predict the reaction product. The product is: [CH2:1]([C:17]1[CH:22]=[CH:21][C:20]([S:23]([NH:32][C:28]2[S:27][CH:31]=[N:30][N:29]=2)(=[O:25])=[O:24])=[CH:19][CH:18]=1)[CH2:2][CH2:3][CH2:4][CH2:5][CH2:6][CH2:7][CH2:8][CH2:9][CH2:10][CH2:11][CH2:12][CH2:13][CH2:14][CH2:15][CH3:16]. (3) Given the reactants [Cl:1][C:2]1[CH:3]=[C:4]([C:17]([N:19]2[CH2:24][CH2:23][CH2:22][CH:21]([CH3:25])[CH2:20]2)=[O:18])[CH:5]=[N:6][C:7]=1[NH:8][C:9]1[CH:10]=[N:11][C:12]([O:15]C)=[CH:13][CH:14]=1.ClC1C(Cl)=NC=C(C=1)C(O)=O.CC1CCCNC1.NC1C=NC(OC)=CC=1.I[Si](C)(C)C, predict the reaction product. The product is: [Cl:1][C:2]1[C:7]([NH:8][C:9]2[CH:14]=[CH:13][C:12](=[O:15])[NH:11][CH:10]=2)=[N:6][CH:5]=[C:4]([C:17]([N:19]2[CH2:24][CH2:23][CH2:22][CH:21]([CH3:25])[CH2:20]2)=[O:18])[CH:3]=1. (4) Given the reactants C([O:3][C:4](=[O:24])[CH:5]([C:7]1[CH:23]=[CH:22][C:10]2[N:11]=[C:12]([NH:14][C:15]([O:17][C:18]([CH3:21])([CH3:20])[CH3:19])=[O:16])[S:13][C:9]=2[CH:8]=1)[CH3:6])C.[OH-].[Na+].C(O)(=O)C, predict the reaction product. The product is: [C:18]([O:17][C:15]([NH:14][C:12]1[S:13][C:9]2[CH:8]=[C:7]([CH:5]([CH3:6])[C:4]([OH:24])=[O:3])[CH:23]=[CH:22][C:10]=2[N:11]=1)=[O:16])([CH3:21])([CH3:19])[CH3:20]. (5) The product is: [Cl:1][C:2]1[CH:3]=[C:4]([CH:27]=[CH:28][C:29]=1[Cl:30])[CH2:5][N:6]([CH2:7][CH2:8][N:9]1[C:18]2[C:13]([C:14](=[O:20])[NH:15][C:16](=[O:19])[N:17]=2)=[N:12][C:11]2[CH:21]=[C:22]([CH3:26])[C:23]([CH3:25])=[CH:24][C:10]1=2)[C:31](=[O:32])[O:33][C:34]([CH3:37])([CH3:36])[CH3:35]. Given the reactants [Cl:1][C:2]1[CH:3]=[C:4]([CH:27]=[CH:28][C:29]=1[Cl:30])[CH2:5][NH:6][CH2:7][CH2:8][N:9]1[C:18]2[C:13]([C:14](=[O:20])[NH:15][C:16](=[O:19])[N:17]=2)=[N:12][C:11]2[CH:21]=[C:22]([CH3:26])[C:23]([CH3:25])=[CH:24][C:10]1=2.[C:31](O[C:31]([O:33][C:34]([CH3:37])([CH3:36])[CH3:35])=[O:32])([O:33][C:34]([CH3:37])([CH3:36])[CH3:35])=[O:32].C(N(CC)CC)C, predict the reaction product. (6) Given the reactants F[C:2]1[N:7]=[C:6]([C:8]2[C:16]3[C:11](=[CH:12][N:13]=[C:14]([C:17]4[CH:18]=[N:19][CH:20]=[CH:21][CH:22]=4)[CH:15]=3)[N:10](C3CCCCO3)[N:9]=2)[CH:5]=[CH:4][CH:3]=1.[NH:29]1[CH2:34][CH2:33][CH:32]([NH:35]C(=O)OCC2C=CC=CC=2)[CH2:31][CH2:30]1.O, predict the reaction product. The product is: [N:19]1[CH:20]=[CH:21][CH:22]=[C:17]([C:14]2[CH:15]=[C:16]3[C:8]([C:6]4[N:7]=[C:2]([N:29]5[CH2:34][CH2:33][CH:32]([NH2:35])[CH2:31][CH2:30]5)[CH:3]=[CH:4][CH:5]=4)=[N:9][NH:10][C:11]3=[CH:12][N:13]=2)[CH:18]=1. (7) Given the reactants BrC1C=CC([N+]([O-])=O)=CC=1C.[CH3:12][C:13]1[CH:18]=[C:17]([N+:19]([O-:21])=[O:20])[CH:16]=[CH:15][C:14]=1[C:22]1[CH2:27][CH2:26][N:25]([C:28]([O:30][C:31]([CH3:34])([CH3:33])[CH3:32])=[O:29])[CH2:24][CH:23]=1.C(OC(N1CC=C(B2OC(C)(C)C(C)(C)O2)CC1)=O)(C)(C)C.C(=O)([O-])[O-].[Na+].[Na+].O1CCOCC1, predict the reaction product. The product is: [CH3:12][C:13]1[CH:18]=[C:17]([N+:19]([O-:21])=[O:20])[CH:16]=[CH:15][C:14]=1[C:22]1[CH2:27][CH2:26][N:25]([C:28]([O:30][C:31]([CH3:34])([CH3:33])[CH3:32])=[O:29])[CH2:24][CH:23]=1. (8) The product is: [Si:1]([O:8][CH2:9][C@@H:10]1[C:11]([CH2:14][CH3:15])=[CH:12][C:25](=[O:29])[CH2:24][N:16]1[C:17]([O:18][C:19]([CH3:22])([CH3:20])[CH3:21])=[O:23])([C:4]([CH3:7])([CH3:6])[CH3:5])([CH3:3])[CH3:2]. Given the reactants [Si:1]([O:8][CH2:9][C@@H:10]([N:16]([CH2:24][C:25](=[O:29])C=CC)[C:17](=[O:23])[O:18][C:19]([CH3:22])([CH3:21])[CH3:20])[C:11]([CH2:14][CH3:15])=[CH:12]C)([C:4]([CH3:7])([CH3:6])[CH3:5])([CH3:3])[CH3:2].[Si](OC[C@@H]1C=C(C)C(=O)CN1C(OC(C)(C)C)=O)(C(C)(C)C)(C)C, predict the reaction product.